Task: Predict the reactants needed to synthesize the given product.. Dataset: Full USPTO retrosynthesis dataset with 1.9M reactions from patents (1976-2016) (1) Given the product [CH2:1]([O:3][C:4]1[C:9]([CH2:10][CH3:11])=[CH:8][C:7]([NH2:12])=[C:6]([N+:16]([O-:18])=[O:17])[CH:5]=1)[CH3:2], predict the reactants needed to synthesize it. The reactants are: [CH2:1]([O:3][C:4]1[C:9]([CH2:10][CH3:11])=[CH:8][C:7]([NH:12]C(=O)C)=[C:6]([N+:16]([O-:18])=[O:17])[CH:5]=1)[CH3:2].[H-].[Na+].[Cl-].[NH4+]. (2) Given the product [C:5]([O:4][C:3]([N:2]([CH3:1])[CH2:10][CH2:11][CH2:12][N:17]1[CH2:16][CH2:15][N:14]([C:20]([O:22][CH2:23][C:24]2[CH:29]=[C:28]([Cl:30])[CH:27]=[C:26]([Cl:31])[CH:25]=2)=[O:21])[CH2:19][CH2:18]1)=[O:9])([CH3:6])([CH3:7])[CH3:8], predict the reactants needed to synthesize it. The reactants are: [CH3:1][N:2]([CH2:10][CH2:11][CH:12]=O)[C:3](=[O:9])[O:4][C:5]([CH3:8])([CH3:7])[CH3:6].[N:14]1([C:20]([O:22][CH2:23][C:24]2[CH:29]=[C:28]([Cl:30])[CH:27]=[C:26]([Cl:31])[CH:25]=2)=[O:21])[CH2:19][CH2:18][NH:17][CH2:16][CH2:15]1.C(O)(=O)C.C(O[BH-](OC(=O)C)OC(=O)C)(=O)C.[Na+]. (3) The reactants are: [CH3:1][Si:2]([CH3:28])([CH3:27])[CH2:3][CH2:4][O:5][CH2:6][N:7]1[C:15]2[C:10](=[CH:11][C:12]([C:16]([C:18]3[CH:26]=[CH:25][CH:24]=[CH:23][C:19]=3[C:20]([OH:22])=O)=[O:17])=[CH:13][CH:14]=2)[CH:9]=[CH:8]1.CN1CCOCC1.C1C=NC2N(O)N=NC=2C=1.CN(C(ON1N=NC2C=CC=NC1=2)=[N+](C)C)C.F[P-](F)(F)(F)(F)F.[CH2:70]([NH2:77])[C:71]1[CH:76]=[CH:75][CH:74]=[CH:73][CH:72]=1. Given the product [OH:17][C:16]1([C:12]2[CH:11]=[C:10]3[C:15](=[CH:14][CH:13]=2)[N:7]([CH2:6][O:5][CH2:4][CH2:3][Si:2]([CH3:27])([CH3:1])[CH3:28])[CH:8]=[CH:9]3)[C:18]2[C:19](=[CH:23][CH:24]=[CH:25][CH:26]=2)[C:20](=[O:22])[N:77]1[CH2:70][C:71]1[CH:76]=[CH:75][CH:74]=[CH:73][CH:72]=1, predict the reactants needed to synthesize it. (4) The reactants are: [F:1][C:2]([F:18])([F:17])[C:3]1[N:8]=[C:7]([CH2:9][C:10]([O:12]C(C)(C)C)=[O:11])[CH:6]=[CH:5][CH:4]=1.C([SiH](CC)CC)C.C(O)(C(F)(F)F)=O. Given the product [F:17][C:2]([F:1])([F:18])[C:3]1[N:8]=[C:7]([CH2:9][C:10]([OH:12])=[O:11])[CH:6]=[CH:5][CH:4]=1, predict the reactants needed to synthesize it. (5) Given the product [Cl:1][C:2]1[CH:3]=[CH:4][C:5]([C:8]2[CH:9]=[N:10][CH:11]=[C:12]3[C:17]=2[N:16]=[C:15]([C:18]([NH:60][CH2:59][CH2:58][S:55]([CH3:54])(=[O:57])=[O:56])=[O:20])[CH:14]=[CH:13]3)=[CH:6][CH:7]=1, predict the reactants needed to synthesize it. The reactants are: [Cl:1][C:2]1[CH:7]=[CH:6][C:5]([C:8]2[CH:9]=[N:10][CH:11]=[C:12]3[C:17]=2[N:16]=[C:15]([C:18]([OH:20])=O)[CH:14]=[CH:13]3)=[CH:4][CH:3]=1.C(N(CC)C(C)C)(C)C.F[P-](F)(F)(F)(F)F.N1(OC(N(C)C)=[N+](C)C)C2N=CC=CC=2N=N1.[CH3:54][S:55]([CH2:58][CH2:59][NH2:60])(=[O:57])=[O:56].